Dataset: Reaction yield outcomes from USPTO patents with 853,638 reactions. Task: Predict the reaction yield, written as a fraction of the theoretical maximum amount of product (1.0 means a 100% yield; for example, 0.34 means a 34% yield). The reactants are C(O)(C(F)(F)F)=O.C(OC([N:15]1[CH2:19][CH2:18][CH2:17][C@H:16]1[C:20]1[N:21](COCC[Si](C)(C)C)[C:22]([C:25]2[CH:26]=[N:27][C:28]([C:31]3[CH:36]=[CH:35][C:34]([C:37]4[NH:38][C:39]([C@@H:42]5[CH2:46][CH2:45][CH2:44][N:43]5C(OC(C)(C)C)=O)=[N:40][CH:41]=4)=[CH:33][CH:32]=3)=[N:29][CH:30]=2)=[CH:23][N:24]=1)=O)(C)(C)C. The catalyst is C(Cl)Cl. The product is [NH:15]1[CH2:19][CH2:18][CH2:17][C@H:16]1[C:20]1[NH:21][C:22]([C:25]2[CH:26]=[N:27][C:28]([C:31]3[CH:36]=[CH:35][C:34]([C:37]4[NH:38][C:39]([C@@H:42]5[CH2:46][CH2:45][CH2:44][NH:43]5)=[N:40][CH:41]=4)=[CH:33][CH:32]=3)=[N:29][CH:30]=2)=[CH:23][N:24]=1. The yield is 0.360.